Predict the reactants needed to synthesize the given product. From a dataset of Full USPTO retrosynthesis dataset with 1.9M reactions from patents (1976-2016). (1) The reactants are: [CH2:1]([O:4][CH:5]([C:9]1[CH:14]=[CH:13][C:12]([Cl:15])=[CH:11][CH:10]=1)[C:6](Cl)=[O:7])[C:2]#[CH:3].[NH2:16][C:17]1[C:18]([C:23]2[CH:28]=[CH:27][C:26]([O:29][CH3:30])=[C:25]([O:31][CH3:32])[CH:24]=2)=[N:19][CH:20]=[CH:21][CH:22]=1.C(N(CC)CC)C.O1CCCC1. Given the product [CH3:32][O:31][C:25]1[CH:24]=[C:23]([C:18]2[C:17]([NH:16][C:6](=[O:7])[CH:5]([O:4][CH2:1][C:2]#[CH:3])[C:9]3[CH:14]=[CH:13][C:12]([Cl:15])=[CH:11][CH:10]=3)=[CH:22][CH:21]=[CH:20][N:19]=2)[CH:28]=[CH:27][C:26]=1[O:29][CH3:30], predict the reactants needed to synthesize it. (2) Given the product [Br:1][C:2]1[CH:3]=[N:4][C:5]2[N:6]([N:8]=[C:9]([C:11]([N:16]3[CH2:17][CH2:18][C:19]4[C:24](=[CH:23][CH:22]=[C:21]([NH:25][C:26](=[O:28])[CH3:27])[CH:20]=4)[N:15]3[CH3:14])=[O:13])[CH:10]=2)[CH:7]=1, predict the reactants needed to synthesize it. The reactants are: [Br:1][C:2]1[CH:3]=[N:4][C:5]2[N:6]([N:8]=[C:9]([C:11]([OH:13])=O)[CH:10]=2)[CH:7]=1.[CH3:14][N:15]1[C:24]2[C:19](=[CH:20][C:21]([NH:25][C:26](=[O:28])[CH3:27])=[CH:22][CH:23]=2)[CH2:18][CH2:17][NH:16]1. (3) Given the product [CH3:25][O:26][C:27](=[O:39])[C:28]1[C:33]([NH:34][C:35](=[O:37])[CH3:36])=[CH:32][CH:31]=[C:30]([N:38]2[C:11]([CH3:12])=[CH:10][CH:9]=[C:8]2[C:6]2[CH:7]=[C:2]([Cl:1])[CH:3]=[CH:4][C:5]=2[O:15][CH2:16][C:17]2[C:22]([F:23])=[CH:21][CH:20]=[CH:19][C:18]=2[F:24])[CH:29]=1, predict the reactants needed to synthesize it. The reactants are: [Cl:1][C:2]1[CH:3]=[CH:4][C:5]([O:15][CH2:16][C:17]2[C:22]([F:23])=[CH:21][CH:20]=[CH:19][C:18]=2[F:24])=[C:6]([C:8](=O)[CH2:9][CH2:10][C:11](=O)[CH3:12])[CH:7]=1.[CH3:25][O:26][C:27](=[O:39])[C:28]1[C:33]([NH:34][C:35](=[O:37])[CH3:36])=[CH:32][CH:31]=[C:30]([NH2:38])[CH:29]=1.CC1C=CC(S(O)(=O)=O)=CC=1. (4) Given the product [CH2:32]([O:31][C:28]([C:24]1[C:25](=[O:26])[N:12]([CH2:13][C:14]2[CH:15]=[CH:16][C:17]([O:20][CH3:21])=[CH:18][CH:19]=2)[C:11]2[CH:10]=[CH:9][S:8][C:7]=2[C:5]=1[OH:6])=[O:29])[CH3:33], predict the reactants needed to synthesize it. The reactants are: [H-].[Na+].CO[C:5]([C:7]1[S:8][CH:9]=[CH:10][C:11]=1[NH:12][CH2:13][C:14]1[CH:19]=[CH:18][C:17]([O:20][CH3:21])=[CH:16][CH:15]=1)=[O:6].C([CH:24]([C:28](Cl)=[O:29])[C:25](Cl)=[O:26])C.[O-:31][CH2:32][CH3:33].[Na+]. (5) Given the product [C:1]([N:5]1[C:9](=[O:10])[C:8]([NH:36][CH:33]2[CH2:34][CH2:35][N:30]([C:26]3[CH:25]=[C:24]([C:23]([F:38])([F:37])[F:22])[CH:29]=[CH:28][N:27]=3)[CH2:31][CH2:32]2)=[C:7]([C:12]2[CH:17]=[CH:16][CH:15]=[CH:14][CH:13]=2)[S:6]1(=[O:19])=[O:18])([CH3:4])([CH3:3])[CH3:2], predict the reactants needed to synthesize it. The reactants are: [C:1]([N:5]1[C:9](=[O:10])[C:8](Cl)=[C:7]([C:12]2[CH:17]=[CH:16][CH:15]=[CH:14][CH:13]=2)[S:6]1(=[O:19])=[O:18])([CH3:4])([CH3:3])[CH3:2].Cl.Cl.[F:22][C:23]([F:38])([F:37])[C:24]1[CH:29]=[CH:28][N:27]=[C:26]([N:30]2[CH2:35][CH2:34][CH:33]([NH2:36])[CH2:32][CH2:31]2)[CH:25]=1. (6) Given the product [OH:17][CH2:16][CH2:15][O:14][NH:13][C:11](=[O:12])[C:10]1[CH:20]=[C:21]([F:26])[C:22]([F:25])=[C:23]([F:24])[C:9]=1[NH:8][C:5]1[CH:6]=[CH:7][C:2]([I:1])=[CH:3][C:4]=1[CH3:27], predict the reactants needed to synthesize it. The reactants are: [I:1][C:2]1[CH:7]=[CH:6][C:5]([NH:8][C:9]2[C:23]([F:24])=[C:22]([F:25])[C:21]([F:26])=[CH:20][C:10]=2[C:11]([NH:13][O:14][CH2:15][CH2:16][O:17]C=C)=[O:12])=[C:4]([CH3:27])[CH:3]=1.Cl.O. (7) Given the product [Cl:8][C:9]1[CH:10]=[C:11]2[C:15](=[CH:16][CH:17]=1)[NH:14][CH:13]=[C:12]2[C:25](=[O:26])[CH:27]([NH:34][C:35]1[CH:40]=[CH:39][N:38]=[C:37]([O:41][CH3:42])[CH:36]=1)[C:28]1[CH:29]=[CH:30][CH:31]=[CH:32][CH:33]=1, predict the reactants needed to synthesize it. The reactants are: C(N(CC)CC)C.[Cl:8][C:9]1[CH:10]=[C:11]2[C:15](=[CH:16][CH:17]=1)[N:14](C(OC(C)(C)C)=O)[CH:13]=[C:12]2[CH:25]=[O:26].[CH:27](=[N:34][C:35]1[CH:40]=[CH:39][N:38]=[C:37]([O:41][CH3:42])[CH:36]=1)[C:28]1[CH:33]=[CH:32][CH:31]=[CH:30][CH:29]=1. (8) Given the product [CH2:25]([O:27][C:28]1[CH:33]=[CH:32][C:31]([C:2]2[CH:11]=[CH:10][C:9]3[N:8]=[CH:7][C:6]4[N:12]([CH3:24])[C:13](=[O:23])[N:14]([C:15]5[C:16]([CH3:22])=[N:17][N:18]([CH2:20][CH3:21])[CH:19]=5)[C:5]=4[C:4]=3[CH:3]=2)=[CH:30][C:29]=1[O:43][CH3:44])[CH3:26], predict the reactants needed to synthesize it. The reactants are: Br[C:2]1[CH:11]=[CH:10][C:9]2[N:8]=[CH:7][C:6]3[N:12]([CH3:24])[C:13](=[O:23])[N:14]([C:15]4[C:16]([CH3:22])=[N:17][N:18]([CH2:20][CH3:21])[CH:19]=4)[C:5]=3[C:4]=2[CH:3]=1.[CH2:25]([O:27][C:28]1[CH:33]=[CH:32][C:31](B2OC(C)(C)C(C)(C)O2)=[CH:30][C:29]=1[O:43][CH3:44])[CH3:26]. (9) Given the product [Cl:38][C:1]1[N:2]=[C:14]([CH2:15][CH3:16])[NH:13][C:3]=1[CH2:4][O:5][CH2:6][C:7]1[CH:12]=[CH:11][CH:10]=[CH:9][CH:8]=1, predict the reactants needed to synthesize it. The reactants are: [C:1]([CH:3]([NH:13][C:14](=O)[CH2:15][CH3:16])[CH2:4][O:5][CH2:6][C:7]1[CH:12]=[CH:11][CH:10]=[CH:9][CH:8]=1)#[N:2].C1(P(C2C=CC=CC=2)C2C=CC=CC=2)C=CC=CC=1.C(Cl)(Cl)(Cl)[Cl:38].